Task: Predict the product of the given reaction.. Dataset: Forward reaction prediction with 1.9M reactions from USPTO patents (1976-2016) (1) Given the reactants [Cl:1][C:2]1[CH:3]=[C:4]([CH:27]=[CH:28][C:29]=1[O:30][CH2:31][C:32]1[CH:37]=[CH:36][CH:35]=[C:34]([F:38])[CH:33]=1)[NH:5][C:6]1[C:15]2[C:10](=[CH:11][C:12]([O:22][CH2:23][CH2:24][CH2:25]Cl)=[CH:13][C:14]=2[O:16][CH:17]2[CH2:21][CH2:20][O:19][CH2:18]2)[N:9]=[CH:8][N:7]=1.[NH:39]1[CH2:44][CH2:43][O:42][CH2:41][CH2:40]1, predict the reaction product. The product is: [Cl:1][C:2]1[CH:3]=[C:4]([CH:27]=[CH:28][C:29]=1[O:30][CH2:31][C:32]1[CH:37]=[CH:36][CH:35]=[C:34]([F:38])[CH:33]=1)[NH:5][C:6]1[C:15]2[C:10](=[CH:11][C:12]([O:22][CH2:23][CH2:24][CH2:25][N:39]3[CH2:44][CH2:43][O:42][CH2:41][CH2:40]3)=[CH:13][C:14]=2[O:16][CH:17]2[CH2:21][CH2:20][O:19][CH2:18]2)[N:9]=[CH:8][N:7]=1. (2) Given the reactants [CH:1]([C@H:3]1[CH2:8][C@@H:7]2[C@@H:5]([CH2:6]2)[N:4]1[C:9]([O:11][C:12]([CH3:15])([CH3:14])[CH3:13])=[O:10])=O.[CH2:16]([NH2:23])[C:17]1[CH:22]=[CH:21][CH:20]=[CH:19][CH:18]=1.C(O[BH-](OC(=O)C)OC(=O)C)(=O)C.[Na+].O, predict the reaction product. The product is: [CH2:16]([NH:23][CH2:1][C@H:3]1[CH2:8][C@@H:7]2[C@@H:5]([CH2:6]2)[N:4]1[C:9]([O:11][C:12]([CH3:15])([CH3:14])[CH3:13])=[O:10])[C:17]1[CH:22]=[CH:21][CH:20]=[CH:19][CH:18]=1. (3) Given the reactants C(N(CC)C(C)C)(C)C.CN(C(O[N:18]1[N:26]=N[C:20]2[CH:21]=CC=[N:24][C:19]1=2)=[N+](C)C)C.F[P-](F)(F)(F)(F)F.[F:34][C:35]1[CH:36]=[C:37]([CH:41]=[C:42]([I:45])[C:43]=1[CH3:44])[C:38]([OH:40])=O.NC1C=CNN=1, predict the reaction product. The product is: [F:34][C:35]1[CH:36]=[C:37]([CH:41]=[C:42]([I:45])[C:43]=1[CH3:44])[C:38]([NH:24][C:19]1[NH:18][N:26]=[CH:21][CH:20]=1)=[O:40].